From a dataset of hERG potassium channel inhibition data for cardiac toxicity prediction from Karim et al.. Regression/Classification. Given a drug SMILES string, predict its toxicity properties. Task type varies by dataset: regression for continuous values (e.g., LD50, hERG inhibition percentage) or binary classification for toxic/non-toxic outcomes (e.g., AMES mutagenicity, cardiotoxicity, hepatotoxicity). Dataset: herg_karim. (1) The molecule is Cc1cccc(-c2nc(C(C)(C)C)[nH]c2-c2ccc3c(c2)OCO3)n1. The result is 0 (non-blocker). (2) The compound is CC(=O)NCCc1cc(Cl)c(Cl)c(CN(C(=O)C2CNCCC2c2ccn(C)c(=O)c2)C2CC2)c1. The result is 0 (non-blocker). (3) The molecule is COc1ccc2ncc(F)c(CC[C@]34CC[C@](NCc5cc(C)c6c(n5)NC(=O)CO6)(CC3)CO4)c2n1. The result is 1 (blocker). (4) The molecule is CCCCCCC(C(C)O)n1cnc2c(N)ncnc21. The result is 0 (non-blocker). (5) The result is 0 (non-blocker). The drug is NC1=NC2(CO1)c1cc(-c3cncnc3)c(F)cc1OCC21CC1.